Dataset: Reaction yield outcomes from USPTO patents with 853,638 reactions. Task: Predict the reaction yield, written as a fraction of the theoretical maximum amount of product (1.0 means a 100% yield; for example, 0.34 means a 34% yield). (1) The yield is 0.920. The catalyst is ClCCl.C(O)(C)C. The reactants are [Cl:1][C:2]1[CH:7]=[C:6]([Cl:8])[CH:5]=[CH:4][C:3]=1[C:9]1[NH:10][CH:11]=[CH:12][C:13]=1[C:14]#[N:15].[C:16](Cl)(=[O:18])[CH3:17].[Cl-].[Cl-].[Cl-].[Al+3].Cl. The product is [C:16]([C:11]1[NH:10][C:9]([C:3]2[CH:4]=[CH:5][C:6]([Cl:8])=[CH:7][C:2]=2[Cl:1])=[C:13]([C:14]#[N:15])[CH:12]=1)(=[O:18])[CH3:17]. (2) The reactants are [OH:1][C:2]1[C:3]2[CH2:23][N:22]([C:24](=[O:26])[CH3:25])[CH2:21][CH2:20][C:4]=2[N:5]=[C:6]([NH:8][C:9]2[CH:14]=[CH:13][C:12]([C:15]3[O:19][CH:18]=[N:17][CH:16]=3)=[CH:11][CH:10]=2)[N:7]=1.N12CCCN=C1CCCCC2.[F:38][C:39]([F:58])([F:57])[S:40](N(C1C=CC=CC=1)[S:40]([C:39]([F:58])([F:57])[F:38])(=[O:42])=[O:41])(=[O:42])=[O:41]. The catalyst is ClCCl.CN(C)C1C=CN=CC=1. The product is [F:38][C:39]([F:58])([F:57])[S:40]([O:1][C:2]1[C:3]2[CH2:23][N:22]([C:24](=[O:26])[CH3:25])[CH2:21][CH2:20][C:4]=2[N:5]=[C:6]([NH:8][C:9]2[CH:14]=[CH:13][C:12]([C:15]3[O:19][CH:18]=[N:17][CH:16]=3)=[CH:11][CH:10]=2)[N:7]=1)(=[O:42])=[O:41]. The yield is 0.696. (3) The reactants are [F:1][C:2]1[CH:15]=[CH:14][CH:13]=[C:12]([F:16])[C:3]=1[O:4][C:5]1[CH:11]=[CH:10][C:8](N)=[CH:7][CH:6]=1.Cl.N([O-])=O.[Na+].[Na+].[I-:23]. The catalyst is O. The product is [F:1][C:2]1[CH:15]=[CH:14][CH:13]=[C:12]([F:16])[C:3]=1[O:4][C:5]1[CH:11]=[CH:10][C:8]([I:23])=[CH:7][CH:6]=1. The yield is 0.770. (4) The reactants are CCN(CC)CC.C(OC([N:15]1[CH2:19][C:18]([F:21])([F:20])[C:17]([CH3:23])([CH3:22])[C@H:16]1[C:24]([OH:26])=O)=O)(C)(C)C.[F:27][C:28]([F:32])([F:31])[CH2:29][NH2:30].C(O)(=O)CC(CC(O)=O)(C(O)=O)O. The catalyst is C(OCC)(=O)C. The product is [F:27][C:28]([F:32])([F:31])[CH2:29][NH:30][C:24]([C@@H:16]1[C:17]([CH3:22])([CH3:23])[C:18]([F:20])([F:21])[CH2:19][NH:15]1)=[O:26]. The yield is 0.939. (5) The reactants are [Br:1][C:2]1[C:3](C(O)=O)=[N:4][C:5]([CH2:8][CH3:9])=[N:6][CH:7]=1. The catalyst is C1(C)C(C)=CC=CC=1. The product is [Br:1][C:2]1[CH:3]=[N:4][C:5]([CH2:8][CH3:9])=[N:6][CH:7]=1. The yield is 0.380.